This data is from Catalyst prediction with 721,799 reactions and 888 catalyst types from USPTO. The task is: Predict which catalyst facilitates the given reaction. (1) Reactant: [F:1][C:2]([F:18])([F:17])[CH2:3][O:4][P:5]([CH2:13][C:14](O)=[O:15])([O:7][CH2:8][C:9]([F:12])([F:11])[F:10])=[O:6].[N:19]1[CH:24]=CC=C[CH:20]=1.CC(OC(OC(OC(C)(C)C)=O)=O)(C)C.CNC. The catalyst class is: 13. Product: [CH3:20][N:19]([CH3:24])[C:14](=[O:15])[CH2:13][P:5](=[O:6])([O:7][CH2:8][C:9]([F:12])([F:11])[F:10])[O:4][CH2:3][C:2]([F:18])([F:17])[F:1]. (2) Reactant: [N+:1]([C:4]1[CH:9]=[CH:8][CH:7]=[CH:6][C:5]=1[S:10](Cl)(=[O:12])=[O:11])([O-:3])=[O:2].[CH3:14][S:15][C:16]1[CH:22]=[CH:21][C:19]([NH2:20])=[CH:18][CH:17]=1.N1C=CC=CC=1. Product: [CH3:14][S:15][C:16]1[CH:22]=[CH:21][C:19]([NH:20][S:10]([C:5]2[CH:6]=[CH:7][CH:8]=[CH:9][C:4]=2[N+:1]([O-:3])=[O:2])(=[O:12])=[O:11])=[CH:18][CH:17]=1. The catalyst class is: 2. (3) Reactant: [CH3:1][C:2]1([C:10]([O-])=O)[CH2:6][CH2:5][C:4](C)([CH3:7])[C:3]1=[O:9].[K+].Cl. Product: [CH3:1][C:2]1([CH3:10])[CH2:6][CH2:5][CH:4]([CH3:7])[C:3]1=[O:9]. The catalyst class is: 24.